Dataset: Forward reaction prediction with 1.9M reactions from USPTO patents (1976-2016). Task: Predict the product of the given reaction. (1) Given the reactants [OH:1][C:2]1[CH:3]=[C:4]([CH:7]=[CH:8][C:9]=1O)[CH:5]=[O:6].[C:11](=[O:14])([O-])[O-].[K+].[K+].[CH2:17](I)[CH2:18][CH:19]([CH3:21])[CH3:20].Cl, predict the reaction product. The product is: [CH2:17]([O:1][C:2]1[CH:3]=[C:4]([CH:7]=[CH:8][C:9]=1[O:14][CH2:11][CH2:3][CH:4]([CH3:7])[CH3:5])[CH:5]=[O:6])[CH2:18][CH:19]([CH3:21])[CH3:20]. (2) Given the reactants [F:1][C:2]1[CH:3]=[C:4]([C:8]2[CH:9]=[CH:10][C:11]3[N:12]=[CH:13][N:14]=[C:15]([NH2:18])[C:16]=3[N:17]=2)[CH:5]=[CH:6][CH:7]=1.FC1C=C(B(O)O)C=C([CH:26]=[O:27])C=1.C([O-])([O-])=O.[K+].[K+], predict the reaction product. The product is: [NH2:18][C:15]1[C:16]2[N:17]=[C:8]([C:4]3[CH:5]=[C:6]([CH:7]=[C:2]([F:1])[CH:3]=3)[CH:26]=[O:27])[CH:9]=[CH:10][C:11]=2[N:12]=[CH:13][N:14]=1. (3) Given the reactants [C:1]([O:5][C:6]([N:8]1[CH2:12][C@H:11]([F:13])[CH2:10][C@H:9]1[C:14]([NH:16][CH2:17][C:18]1[N:23]=[CH:22][C:21]([C:24]([O:26]C)=[O:25])=[C:20]([C:28]2[CH:29]=[N:30][C:31]([C:34]([F:37])([F:36])[F:35])=[CH:32][CH:33]=2)[CH:19]=1)=[O:15])=[O:7])([CH3:4])([CH3:3])[CH3:2].[Li+].[OH-].O.C(O)(=O)CC(CC(O)=O)(C(O)=O)O, predict the reaction product. The product is: [C:1]([O:5][C:6]([N:8]1[CH2:12][C@H:11]([F:13])[CH2:10][C@H:9]1[C:14]([NH:16][CH2:17][C:18]1[N:23]=[CH:22][C:21]([C:24]([OH:26])=[O:25])=[C:20]([C:28]2[CH:29]=[N:30][C:31]([C:34]([F:37])([F:35])[F:36])=[CH:32][CH:33]=2)[CH:19]=1)=[O:15])=[O:7])([CH3:4])([CH3:2])[CH3:3]. (4) Given the reactants [NH2:1][C:2]1[CH:3]=[C:4]([CH:12]=[CH:13][C:14]=1[NH2:15])[O:5][CH2:6][C:7]([O:9][CH2:10][CH3:11])=[O:8].[C:16](OCC)(=O)[CH:17]=[O:18], predict the reaction product. The product is: [O:18]=[C:17]1[CH:16]=[N:1][C:2]2[C:14](=[CH:13][CH:12]=[C:4]([O:5][CH2:6][C:7]([O:9][CH2:10][CH3:11])=[O:8])[CH:3]=2)[NH:15]1. (5) Given the reactants C(OC([N:8]1[CH2:13][CH2:12][N:11]([CH2:14][C:15]2[CH:20]=[CH:19][CH:18]=[C:17]([C:21]3[CH:26]=[CH:25][N:24]=[C:23](Cl)[N:22]=3)[CH:16]=2)[CH:10]([CH2:28][CH3:29])[CH2:9]1)=O)(C)(C)C.[F:30][C:31]1[CH:32]=[C:33]([CH:37]=[CH:38][CH:39]=1)[CH2:34][CH2:35][NH2:36], predict the reaction product. The product is: [CH2:28]([CH:10]1[CH2:9][NH:8][CH2:13][CH2:12][N:11]1[CH2:14][C:15]1[CH:16]=[C:17]([C:21]2[CH:26]=[CH:25][N:24]=[C:23]([NH:36][CH2:35][CH2:34][C:33]3[CH:37]=[CH:38][CH:39]=[C:31]([F:30])[CH:32]=3)[N:22]=2)[CH:18]=[CH:19][CH:20]=1)[CH3:29]. (6) Given the reactants [F:1][C:2]([F:16])([F:15])[C:3]1[CH:8]=[CH:7][C:6]([N:9]2[CH2:14][CH2:13][NH:12][CH2:11][CH2:10]2)=[CH:5][CH:4]=1.[O-]CC.[Na+].[CH3:21][O:22][C:23](=[O:27])[C:24]([CH3:26])=[CH2:25], predict the reaction product. The product is: [CH3:21][O:22][C:23](=[O:27])[CH:24]([CH3:26])[CH2:25][N:12]1[CH2:13][CH2:14][N:9]([C:6]2[CH:5]=[CH:4][C:3]([C:2]([F:1])([F:15])[F:16])=[CH:8][CH:7]=2)[CH2:10][CH2:11]1. (7) Given the reactants [F:1][C:2]([F:13])([F:12])[C:3]1[CH:8]=[CH:7][N:6]=[CH:5][C:4]=1[C:9]([OH:11])=O.[CH2:14]([O:16][C:17]1[CH:23]=[CH:22][C:20]([NH2:21])=[C:19]([N+:24]([O-:26])=[O:25])[CH:18]=1)[CH3:15].Cl.CN(C)CCCN=C=NCC, predict the reaction product. The product is: [F:12][C:2]([F:1])([F:13])[C:3]1[CH:8]=[CH:7][N:6]=[CH:5][C:4]=1[C:9]([NH:21][C:20]1[CH:22]=[CH:23][C:17]([O:16][CH2:14][CH3:15])=[CH:18][C:19]=1[N+:24]([O-:26])=[O:25])=[O:11]. (8) Given the reactants CCOC(/N=N/C(OCC)=O)=O.[C:13]([Si:17]([CH3:24])([CH3:23])[O:18][CH:19]([CH3:22])[CH2:20][OH:21])([CH3:16])([CH3:15])[CH3:14].C1(P(C2C=CC=CC=2)C2C=CC=CC=2)C=CC=CC=1.O[N:45]1[C:49](=[O:50])[C:48]2=[CH:51][CH:52]=[CH:53][CH:54]=[C:47]2[C:46]1=[O:55], predict the reaction product. The product is: [C:13]([Si:17]([CH3:24])([CH3:23])[O:18][CH:19]([CH3:22])[CH2:20][O:21][N:45]1[C:49](=[O:50])[C:48]2[C:47](=[CH:54][CH:53]=[CH:52][CH:51]=2)[C:46]1=[O:55])([CH3:15])([CH3:16])[CH3:14]. (9) Given the reactants [CH:1]1([O:7][C:8]2[CH:13]=[CH:12][C:11]([CH2:14][OH:15])=[CH:10][C:9]=2[F:16])[CH2:6][CH2:5][CH2:4][CH2:3][CH2:2]1.Cl[C:18]1[CH:29]=[C:22]2[N:23]([CH3:28])[C@@H:24]([CH3:27])[CH2:25][CH2:26][N:21]2[C:20](=[O:30])[N:19]=1, predict the reaction product. The product is: [CH:1]1([O:7][C:8]2[CH:13]=[CH:12][C:11]([CH2:14][O:15][C:18]3[CH:29]=[C:22]4[N:23]([CH3:28])[C@@H:24]([CH3:27])[CH2:25][CH2:26][N:21]4[C:20](=[O:30])[N:19]=3)=[CH:10][C:9]=2[F:16])[CH2:2][CH2:3][CH2:4][CH2:5][CH2:6]1. (10) Given the reactants [C:1]1([C:7]2[CH:24]=[CH:23][C:10]3[C:11]([CH:21]=[CH2:22])(O)[C:12]4[CH:19]=[CH:18][CH:17]=[CH:16][C:13]=4[CH2:14][CH2:15][C:9]=3[CH:8]=2)[CH:6]=[CH:5][CH:4]=[CH:3][CH:2]=1.[BrH:25], predict the reaction product. The product is: [C:1]1([C:7]2[CH:24]=[CH:23][C:10]3[C:11](=[CH:21][CH2:22][Br:25])[C:12]4[CH:19]=[CH:18][CH:17]=[CH:16][C:13]=4[CH2:14][CH2:15][C:9]=3[CH:8]=2)[CH:6]=[CH:5][CH:4]=[CH:3][CH:2]=1.